From a dataset of Peptide-MHC class I binding affinity with 185,985 pairs from IEDB/IMGT. Regression. Given a peptide amino acid sequence and an MHC pseudo amino acid sequence, predict their binding affinity value. This is MHC class I binding data. (1) The peptide sequence is YQLEMYHPI. The MHC is HLA-B45:06 with pseudo-sequence HLA-B45:06. The binding affinity (normalized) is 0.254. (2) The peptide sequence is HPEATYTKC. The MHC is HLA-B35:03 with pseudo-sequence HLA-B35:03. The binding affinity (normalized) is 0.153.